This data is from Catalyst prediction with 721,799 reactions and 888 catalyst types from USPTO. The task is: Predict which catalyst facilitates the given reaction. (1) Reactant: [CH2:1]([O:8][C:9]1[CH:14]=[CH:13][C:12]([C@@H:15]([O:37][C:38](=[O:40])[CH3:39])[CH2:16][N:17]([CH2:30][C:31]2[CH:36]=[CH:35][CH:34]=[CH:33][CH:32]=2)[C:18]2([CH3:29])[CH2:26][C:25]3[C:20](=[CH:21][C:22]([CH3:28])=[C:23]([CH3:27])[CH:24]=3)[CH2:19]2)=[CH:11][C:10]=1[N+:41]([O-])=O)[C:2]1[CH:7]=[CH:6][CH:5]=[CH:4][CH:3]=1. Product: [NH2:41][C:10]1[CH:11]=[C:12]([C@@H:15]([O:37][C:38](=[O:40])[CH3:39])[CH2:16][N:17]([CH2:30][C:31]2[CH:32]=[CH:33][CH:34]=[CH:35][CH:36]=2)[C:18]2([CH3:29])[CH2:26][C:25]3[C:20](=[CH:21][C:22]([CH3:28])=[C:23]([CH3:27])[CH:24]=3)[CH2:19]2)[CH:13]=[CH:14][C:9]=1[O:8][CH2:1][C:2]1[CH:7]=[CH:6][CH:5]=[CH:4][CH:3]=1. The catalyst class is: 182. (2) Reactant: [C:1]([O:5][C:6]([N:8]1[CH2:17][CH:16]([OH:18])[C:15]2[C:10](=[CH:11][CH:12]=[C:13]([O:19]CC3C=CC=CC=3)[CH:14]=2)[CH2:9]1)=[O:7])([CH3:4])([CH3:3])[CH3:2]. Product: [C:1]([O:5][C:6]([N:8]1[CH2:17][CH:16]([OH:18])[C:15]2[C:10](=[CH:11][CH:12]=[C:13]([OH:19])[CH:14]=2)[CH2:9]1)=[O:7])([CH3:4])([CH3:2])[CH3:3]. The catalyst class is: 123. (3) Reactant: Cl.Cl.[NH:3]1[CH2:6][CH:5]([C:7]2[N:11]([CH3:12])[N:10]=[C:9]([NH:13][C:14]3[CH:19]=[C:18]([N:20]4[CH2:24][CH2:23][C@:22]([CH:27]5[CH2:29][CH2:28]5)([C:25]#[N:26])[C:21]4=[O:30])[CH:17]=[CH:16][N:15]=3)[CH:8]=2)[CH2:4]1.[CH:31]1([C:35](Cl)=[O:36])[CH2:34][CH2:33][CH2:32]1.O. Product: [CH:31]1([C:35]([N:3]2[CH2:4][CH:5]([C:7]3[N:11]([CH3:12])[N:10]=[C:9]([NH:13][C:14]4[CH:19]=[C:18]([N:20]5[CH2:24][CH2:23][C@:22]([CH:27]6[CH2:28][CH2:29]6)([C:25]#[N:26])[C:21]5=[O:30])[CH:17]=[CH:16][N:15]=4)[CH:8]=3)[CH2:6]2)=[O:36])[CH2:34][CH2:33][CH2:32]1. The catalyst class is: 17. (4) Product: [Cl:32][C:29]1[CH:30]=[CH:31][C:8]2[N:7]3[C:1]([CH3:2])=[N:4][N:5]=[C:6]3[C@@H:12]([CH2:13][C:14]([O:16][CH3:17])=[O:15])[S:11][C@H:10]([C:18]3[CH:23]=[CH:22][CH:21]=[C:20]([O:24][CH3:25])[C:19]=3[O:26][CH3:27])[C:9]=2[CH:28]=1. The catalyst class is: 15. Reactant: [C:1]([NH:4][N:5]=[C:6]1[C@@H:12]([CH2:13][C:14]([O:16][CH3:17])=[O:15])[S:11][C@H:10]([C:18]2[CH:23]=[CH:22][CH:21]=[C:20]([O:24][CH3:25])[C:19]=2[O:26][CH3:27])[C:9]2[CH:28]=[C:29]([Cl:32])[CH:30]=[CH:31][C:8]=2[NH:7]1)(=O)[CH3:2]. (5) Reactant: Br[C:2]1[CH:3]=[C:4]([C:8]2[O:12][C:11]([C:13]3[CH:14]=[N:15][CH:16]=[CH:17][CH:18]=3)=[N:10][N:9]=2)[CH:5]=[CH:6][CH:7]=1.[B:19]1([B:19]2[O:23][C:22]([CH3:25])([CH3:24])[C:21]([CH3:27])([CH3:26])[O:20]2)[O:23][C:22]([CH3:25])([CH3:24])[C:21]([CH3:27])([CH3:26])[O:20]1.ClCCl.C([O-])(=O)C.[K+]. Product: [CH3:26][C:21]1([CH3:27])[C:22]([CH3:25])([CH3:24])[O:23][B:19]([C:2]2[CH:3]=[C:4]([C:8]3[O:12][C:11]([C:13]4[CH:14]=[N:15][CH:16]=[CH:17][CH:18]=4)=[N:10][N:9]=3)[CH:5]=[CH:6][CH:7]=2)[O:20]1. The catalyst class is: 431. (6) Reactant: [C:1]([C:5]1[CH:6]=[C:7]([NH:11][C:12](=[O:23])[NH:13][C:14]2[CH:22]=[CH:21][C:17]([C:18](O)=[O:19])=[CH:16][CH:15]=2)[N:8]([CH3:10])[N:9]=1)([CH3:4])([CH3:3])[CH3:2].[N:24]1[CH:29]=[CH:28][C:27]([CH2:30][N:31]2[CH2:36][CH2:35][NH:34][CH2:33][CH2:32]2)=[CH:26][CH:25]=1.C1CCC(N=C=NC2CCCCC2)CC1.C1C=CC2N(O)N=NC=2C=1.C(O)C(N)(CO)CO. Product: [C:1]([C:5]1[CH:6]=[C:7]([NH:11][C:12]([NH:13][C:14]2[CH:15]=[CH:16][C:17]([C:18]([N:34]3[CH2:35][CH2:36][N:31]([CH2:30][C:27]4[CH:26]=[CH:25][N:24]=[CH:29][CH:28]=4)[CH2:32][CH2:33]3)=[O:19])=[CH:21][CH:22]=2)=[O:23])[N:8]([CH3:10])[N:9]=1)([CH3:2])([CH3:3])[CH3:4]. The catalyst class is: 139.